The task is: Predict the product of the given reaction.. This data is from Forward reaction prediction with 1.9M reactions from USPTO patents (1976-2016). (1) Given the reactants [Br:1][C:2]1[CH:10]=[CH:9][C:5]([C:6](O)=[O:7])=[C:4]([CH3:11])[CH:3]=1.[Li], predict the reaction product. The product is: [Br:1][C:2]1[CH:10]=[CH:9][C:5]([CH2:6][OH:7])=[C:4]([CH3:11])[CH:3]=1. (2) Given the reactants [Br:1][C:2]1[CH:3]=[CH:4][C:5]([N+:15]([O-])=O)=[C:6]([CH:14]=1)[O:7][CH2:8][C:9]([N:11]([CH3:13])[CH3:12])=[O:10], predict the reaction product. The product is: [NH2:15][C:5]1[CH:4]=[CH:3][C:2]([Br:1])=[CH:14][C:6]=1[O:7][CH2:8][C:9]([N:11]([CH3:13])[CH3:12])=[O:10]. (3) Given the reactants Cl.[C:2]([NH2:5])(=[O:4])[CH3:3].[C:9]([O:11][CH2:12][CH3:13])(=[O:10])[C:8]#[C:8][C:9]([O:11][CH2:12][CH3:13])=[O:10].[CH2:18]([N:20](CC)CC)[CH3:19], predict the reaction product. The product is: [CH3:19][C:18]1[NH:5][C:2](=[O:4])[CH:3]=[C:8]([C:9]([O:11][CH2:12][CH3:13])=[O:10])[N:20]=1. (4) Given the reactants Br[C:2]1[N:3]=[C:4]([O:9][C@@H:10]([C:12]2[C:17]([Cl:18])=[CH:16][CH:15]=[C:14]([F:19])[C:13]=2[Cl:20])[CH3:11])[C:5]([NH2:8])=[N:6][CH:7]=1.NC1N=CC([C:28]2[CH:29]=[N:30][N:31]([CH:33]3[CH2:38][CH2:37][N:36]([C:39](=O)CO)[CH2:35][CH2:34]3)[CH:32]=2)=CC=1O[C@@H](C1C(Cl)=CC=C(F)C=1Cl)C, predict the reaction product. The product is: [Cl:20][C:13]1[C:14]([F:19])=[CH:15][CH:16]=[C:17]([Cl:18])[C:12]=1[C@H:10]([O:9][C:4]1[C:5]([NH2:8])=[N:6][CH:7]=[C:2]([C:28]2[CH:29]=[N:30][N:31]([CH:33]3[CH2:38][CH2:37][N:36]([CH3:39])[CH2:35][CH2:34]3)[CH:32]=2)[N:3]=1)[CH3:11]. (5) Given the reactants [NH:1]1[C:5]([C:6]2[CH:7]=[CH:8][C:9]3[N:10]([CH2:19][C:20]4[CH:28]=[CH:27][C:23]([C:24](O)=[O:25])=[CH:22][CH:21]=4)[C:11]4[C:16]([C:17]=3[CH:18]=2)=[CH:15][CH:14]=[CH:13][CH:12]=4)=[N:4][N:3]=[N:2]1.ON1C2C=CC=CC=2N=N1.CC(N(CC)C(C)C)C.Cl.CN(C)CCCN=C=NCC.Cl.[CH3:61][O:62][C:63](=[O:71])[C@@H:64]([NH2:70])[CH2:65][C:66]([O:68][CH3:69])=[O:67].Cl, predict the reaction product. The product is: [CH3:61][O:62][C:63](=[O:71])[CH:64]([NH:70][C:24](=[O:25])[C:23]1[CH:22]=[CH:21][C:20]([CH2:19][N:10]2[C:9]3[CH:8]=[CH:7][C:6]([C:5]4[N:1]=[N:2][NH:3][N:4]=4)=[CH:18][C:17]=3[C:16]3[C:11]2=[CH:12][CH:13]=[CH:14][CH:15]=3)=[CH:28][CH:27]=1)[CH2:65][C:66]([O:68][CH3:69])=[O:67].